Dataset: Forward reaction prediction with 1.9M reactions from USPTO patents (1976-2016). Task: Predict the product of the given reaction. (1) Given the reactants [C:1]([CH2:3][C:4]([N:6]1[CH2:10][CH2:9][CH2:8][C@@H:7]1[CH2:11][N:12]1[C:16]2[CH:17]=[CH:18][CH:19]=[CH:20][C:15]=2[N:14]=[C:13]1[NH:21][C:22]([C:24]1[S:25][C:26]([C:29]2[CH:30]=[N:31][NH:32][CH:33]=2)=[CH:27][CH:28]=1)=[O:23])=[O:5])#[N:2].N1CCCCC1.[CH3:40][C:41]([N:45]1[CH2:50][CH2:49][O:48][CH2:47][CH2:46]1)([CH3:44])[CH:42]=O, predict the reaction product. The product is: [C:1]([C:3](=[CH:40][C:41]([CH3:44])([N:45]1[CH2:50][CH2:49][O:48][CH2:47][CH2:46]1)[CH3:42])[C:4]([N:6]1[CH2:10][CH2:9][CH2:8][C@@H:7]1[CH2:11][N:12]1[C:16]2[CH:17]=[CH:18][CH:19]=[CH:20][C:15]=2[N:14]=[C:13]1[NH:21][C:22]([C:24]1[S:25][C:26]([C:29]2[CH:30]=[N:31][NH:32][CH:33]=2)=[CH:27][CH:28]=1)=[O:23])=[O:5])#[N:2]. (2) Given the reactants [OH-].[Li+].[CH3:3][C@H:4]1[C:12]2[C:11]([C:13]3[S:17][C:16]([C:18]([O-:20])=[O:19])=[CH:15][CH:14]=3)=[N:10][CH:9]=[N:8][C:7]=2[C@H:6]([O:21]C(=O)C2C=CC([N+]([O-])=O)=CC=2)[CH2:5]1, predict the reaction product. The product is: [OH:21][C@H:6]1[C:7]2[N:8]=[CH:9][N:10]=[C:11]([C:13]3[S:17][C:16]([C:18]([OH:20])=[O:19])=[CH:15][CH:14]=3)[C:12]=2[C@H:4]([CH3:3])[CH2:5]1. (3) Given the reactants N[C:2]1[CH:7]=[CH:6][C:5](O)=[CH:4][CH:3]=1.[CH3:9][C:10]([O-:13])(C)C.[K+].[C:15]([O-:18])([O-])=[O:16].[K+].[K+].Cl[CH:22]1N(C2C(C)=CC=CC=2Cl)C=CS1.[Na+].[Cl-], predict the reaction product. The product is: [C:10]([C:2]1[CH:7]=[CH:6][C:5]([C:15]([O:18][CH3:22])=[O:16])=[CH:4][CH:3]=1)(=[O:13])[CH3:9]. (4) Given the reactants [OH:1][C:2]1[CH:11]=[CH:10][C:5]([C:6]([O:8][CH3:9])=[O:7])=[CH:4][N:3]=1.Br.Br[CH2:14][C:15]1[CH:20]=[CH:19][CH:18]=[CH:17][N:16]=1.C([O-])([O-])=O.[K+].[K+], predict the reaction product. The product is: [N:16]1[CH:17]=[CH:18][CH:19]=[CH:20][C:15]=1[CH2:14][O:1][C:2]1[CH:11]=[CH:10][C:5]([C:6]([O:8][CH3:9])=[O:7])=[CH:4][N:3]=1. (5) Given the reactants Cl[C:2]1[N:7]=[CH:6][C:5]2[O:8][C:9]3[C:14]([C@@:15]4([CH2:20][CH2:19][S:18][C:17]([NH2:21])=[N:16]4)[C:4]=2[CH:3]=1)=[CH:13][C:12]([NH2:22])=[CH:11][CH:10]=3.O.[O-]P([O-])([O-])=O.[K+].[K+].[K+].[O:32]1[CH2:37][CH2:36][CH:35]=[C:34](B2OC(C)(C)C(C)(C)O2)[CH2:33]1.O, predict the reaction product. The product is: [O:32]1[CH2:37][CH2:36][CH:35]=[C:34]([C:2]2[N:7]=[CH:6][C:5]3[O:8][C:9]4[C:14]([C@@:15]5([CH2:20][CH2:19][S:18][C:17]([NH2:21])=[N:16]5)[C:4]=3[CH:3]=2)=[CH:13][C:12]([NH2:22])=[CH:11][CH:10]=4)[CH2:33]1. (6) Given the reactants C(N(CC)C(C)C)(C)C.FC(F)(F)C(O)=O.[Cl:17][C:18]1[CH:23]=[CH:22][C:21]([C:24]2[CH:29]=[CH:28][C:27]([C:30]([N:32]3[CH2:37][CH2:36][NH:35][CH2:34][CH2:33]3)=[O:31])=[CH:26][CH:25]=2)=[C:20]([F:38])[CH:19]=1.[OH:39][C:40]1([C:43](O)=[O:44])[CH2:42][CH2:41]1.CN(C(ON1N=NC2C1=CC=CC=2)=[N+](C)C)C.F[P-](F)(F)(F)(F)F, predict the reaction product. The product is: [Cl:17][C:18]1[CH:23]=[CH:22][C:21]([C:24]2[CH:25]=[CH:26][C:27]([C:30]([N:32]3[CH2:33][CH2:34][N:35]([C:43]([C:40]4([OH:39])[CH2:42][CH2:41]4)=[O:44])[CH2:36][CH2:37]3)=[O:31])=[CH:28][CH:29]=2)=[C:20]([F:38])[CH:19]=1. (7) Given the reactants [F:1][C:2]1[CH:16]=[CH:15][C:5]([CH2:6][O:7][C:8]2[CH:13]=[CH:12][NH:11][C:10](=[O:14])[CH:9]=2)=[CH:4][CH:3]=1.Br[C:18]1[CH:19]=[CH:20][C:21]2[N:25]=[C:24]([CH:26]3[CH2:28][CH2:27]3)[N:23]([CH2:29][CH3:30])[C:22]=2[CH:31]=1.CNCCNC.C(=O)([O-])[O-].[K+].[K+], predict the reaction product. The product is: [CH:26]1([C:24]2[N:23]([CH2:29][CH3:30])[C:22]3[CH:31]=[C:18]([N:11]4[CH:12]=[CH:13][C:8]([O:7][CH2:6][C:5]5[CH:15]=[CH:16][C:2]([F:1])=[CH:3][CH:4]=5)=[CH:9][C:10]4=[O:14])[CH:19]=[CH:20][C:21]=3[N:25]=2)[CH2:28][CH2:27]1. (8) Given the reactants [C:1]([C:3]1[CH:8]=[CH:7][C:6]([CH:9]([C:25]2[C:30](=[O:31])[CH2:29][CH2:28][CH2:27][C:26]=2[OH:32])[NH:10][C:11]([NH:13][C:14]2[CH:19]=[CH:18][C:17](F)=[C:16]([C:21]([F:24])([F:23])[F:22])[CH:15]=2)=[O:12])=[CH:5][CH:4]=1)#[N:2].[F:33]C1C=C(NC(N)=O)C=C(C(F)(F)F)C=1, predict the reaction product. The product is: [C:1]([C:3]1[CH:8]=[CH:7][C:6]([CH:9]([C:25]2[C:30](=[O:31])[CH2:29][CH2:28][CH2:27][C:26]=2[OH:32])[NH:10][C:11]([NH:13][C:14]2[CH:15]=[C:16]([C:21]([F:24])([F:22])[F:23])[CH:17]=[C:18]([F:33])[CH:19]=2)=[O:12])=[CH:5][CH:4]=1)#[N:2].